Predict the reactants needed to synthesize the given product. From a dataset of Full USPTO retrosynthesis dataset with 1.9M reactions from patents (1976-2016). The reactants are: [Cl:1][C:2]1[CH:10]=[C:9]2[C:5]([CH:6]=[C:7]([CH:18]=[O:19])[N:8]2[C:11]2[CH:16]=[CH:15][CH:14]=[C:13]([F:17])[CH:12]=2)=[CH:4][CH:3]=1.[CH3:20][Mg]Br.CCOCC. Given the product [Cl:1][C:2]1[CH:10]=[C:9]2[C:5]([CH:6]=[C:7]([CH:18]([OH:19])[CH3:20])[N:8]2[C:11]2[CH:16]=[CH:15][CH:14]=[C:13]([F:17])[CH:12]=2)=[CH:4][CH:3]=1, predict the reactants needed to synthesize it.